Dataset: Reaction yield outcomes from USPTO patents with 853,638 reactions. Task: Predict the reaction yield, written as a fraction of the theoretical maximum amount of product (1.0 means a 100% yield; for example, 0.34 means a 34% yield). The reactants are [CH:1]1([S:7]([N:10]2[C:14]([C:15]3[C:16]([F:21])=[N:17][CH:18]=[CH:19][CH:20]=3)=[C:13]([F:22])[C:12]([CH2:23][N:24](C)[C:25](=O)OC(C)(C)C)=[CH:11]2)(=[O:9])=[O:8])[CH2:6][CH2:5][CH2:4][CH2:3][CH2:2]1.C(OCC)(=O)C.[ClH:39]. The catalyst is CO. The product is [ClH:39].[CH:1]1([S:7]([N:10]2[C:14]([C:15]3[C:16]([F:21])=[N:17][CH:18]=[CH:19][CH:20]=3)=[C:13]([F:22])[C:12]([CH2:23][NH:24][CH3:25])=[CH:11]2)(=[O:9])=[O:8])[CH2:2][CH2:3][CH2:4][CH2:5][CH2:6]1. The yield is 0.710.